This data is from HIV replication inhibition screening data with 41,000+ compounds from the AIDS Antiviral Screen. The task is: Binary Classification. Given a drug SMILES string, predict its activity (active/inactive) in a high-throughput screening assay against a specified biological target. (1) The drug is CCOc1ccc(NC(=O)C(=O)CC(=O)c2c[n+]([O-])c3cc(C)c(C)cc3[n+]2[O-])cc1. The result is 0 (inactive). (2) The drug is N#CC1(C2SCCS2=O)C2=C(C(=O)c3ccccc3C2=O)N2CCCC21. The result is 0 (inactive).